Task: Predict the reactants needed to synthesize the given product.. Dataset: Full USPTO retrosynthesis dataset with 1.9M reactions from patents (1976-2016) (1) Given the product [C:28]([O:31][C:32]([NH:1][C:2]1[CH2:3][C:4]([C:17](=[O:26])[N:18]([CH2:22][CH2:23][CH2:24][OH:25])[CH2:19][CH2:20][CH3:21])=[CH:5][C:6]2[CH:12]=[CH:11][C:10]([C:13]([O:15][CH3:16])=[O:14])=[CH:9][C:7]=2[N:8]=1)=[O:33])([CH3:30])([CH3:29])[CH3:27], predict the reactants needed to synthesize it. The reactants are: [NH2:1][C:2]1[CH2:3][C:4]([C:17](=[O:26])[N:18]([CH2:22][CH2:23][CH2:24][OH:25])[CH2:19][CH2:20][CH3:21])=[CH:5][C:6]2[CH:12]=[CH:11][C:10]([C:13]([O:15][CH3:16])=[O:14])=[CH:9][C:7]=2[N:8]=1.[CH3:27][C:28]([O:31][C:32](O[C:32]([O:31][C:28]([CH3:30])([CH3:29])[CH3:27])=[O:33])=[O:33])([CH3:30])[CH3:29].O. (2) Given the product [Cl:23][C:24]1[CH:29]=[CH:28][CH:27]=[CH:26][C:25]=1[NH:30][C:31]([N:17]1[CH2:18][CH2:19][N:14]([C:11]2[N:12]=[CH:13][C:8]3[C:6](=[O:7])[C:5]([C:20]([OH:22])=[O:21])=[CH:4][N:3]([CH2:2][CH3:1])[C:9]=3[N:10]=2)[CH2:15][CH2:16]1)=[S:32], predict the reactants needed to synthesize it. The reactants are: [CH3:1][CH2:2][N:3]1[C:9]2[N:10]=[C:11]([N:14]3[CH2:19][CH2:18][NH:17][CH2:16][CH2:15]3)[N:12]=[CH:13][C:8]=2[C:6](=[O:7])[C:5]([C:20]([OH:22])=[O:21])=[CH:4]1.[Cl:23][C:24]1[CH:29]=[CH:28][CH:27]=[CH:26][C:25]=1[N:30]=[C:31]=[S:32]. (3) Given the product [F:1][C:2]1[CH:30]=[CH:29][C:5]2[N:6]([CH:10]3[CH2:11][CH2:12][N:13]([C:16]4([CH3:28])[CH2:20][CH2:19][N:18]([C:21]([O:23][CH2:33][C:34]#[C:35][CH3:36])=[O:22])[CH2:17]4)[CH2:14][CH2:15]3)[C:7](=[O:9])[NH:8][C:4]=2[CH:3]=1, predict the reactants needed to synthesize it. The reactants are: [F:1][C:2]1[CH:30]=[CH:29][C:5]2[N:6]([CH:10]3[CH2:15][CH2:14][N:13]([C:16]4([CH3:28])[CH2:20][CH2:19][N:18]([C:21]([O:23]C(C)(C)C)=[O:22])[CH2:17]4)[CH2:12][CH2:11]3)[C:7](=[O:9])[NH:8][C:4]=2[CH:3]=1.C(Cl)(=O)O[CH2:33][C:34]#[C:35][CH3:36]. (4) Given the product [Br:1][C:2]1[N:3]=[C:4]([NH:10][C:11]2[CH:12]=[N:13][C:14]([N:17]3[CH2:22][CH2:21][N:20]([CH:25]4[CH2:26][O:23][CH2:24]4)[CH2:19][CH2:18]3)=[CH:15][CH:16]=2)[C:5](=[O:9])[N:6]([CH3:8])[CH:7]=1, predict the reactants needed to synthesize it. The reactants are: [Br:1][C:2]1[N:3]=[C:4]([NH:10][C:11]2[CH:12]=[N:13][C:14]([N:17]3[CH2:22][CH2:21][NH:20][CH2:19][CH2:18]3)=[CH:15][CH:16]=2)[C:5](=[O:9])[N:6]([CH3:8])[CH:7]=1.[O:23]1[CH2:26][C:25](=O)[CH2:24]1.[BH3-]C#N.[Na+]. (5) Given the product [C:85]([O:84][C:83]([NH:82][CH2:81][CH2:80][NH:79][C:3]1[C:4]2[CH2:10][CH2:9][N:8]([C:11](=[O:16])[C:12]([F:15])([F:14])[F:13])[CH2:7][CH2:6][C:5]=2[CH:17]=[CH:18][C:2]=1[Cl:1])=[O:89])([CH3:88])([CH3:87])[CH3:86], predict the reactants needed to synthesize it. The reactants are: [Cl:1][C:2]1[CH:18]=[CH:17][C:5]2[CH2:6][CH2:7][N:8]([C:11](=[O:16])[C:12]([F:15])([F:14])[F:13])[CH2:9][CH2:10][C:4]=2[C:3]=1OS(C(F)(F)F)(=O)=O.C1C=CC(P(C2C(C3C(P(C4C=CC=CC=4)C4C=CC=CC=4)=CC=C4C=3C=CC=C4)=C3C(C=CC=C3)=CC=2)C2C=CC=CC=2)=CC=1.C(=O)([O-])[O-].[Cs+].[Cs+].[NH2:79][CH2:80][CH2:81][NH:82][C:83](=[O:89])[O:84][C:85]([CH3:88])([CH3:87])[CH3:86]. (6) Given the product [Cl:32][C:18]1[CH:19]=[C:20]([N:24]2[C:29](=[O:30])[NH:28][C:27](=[O:31])[CH:26]=[N:25]2)[CH:21]=[C:22]([Cl:23])[C:17]=1[O:16][C:14]1[CH:13]=[CH:12][C:11]([OH:33])=[C:10]([C:9]([N:45]2[CH2:46][C@H:47]([CH3:49])[CH2:48][C@H:43]([CH3:42])[CH2:44]2)=[O:8])[CH:15]=1, predict the reactants needed to synthesize it. The reactants are: O=C1CCC(=O)N1[O:8][C:9](=O)[C:10]1[CH:15]=[C:14]([O:16][C:17]2[C:22]([Cl:23])=[CH:21][C:20]([N:24]3[C:29](=[O:30])[NH:28][C:27](=[O:31])[CH:26]=[N:25]3)=[CH:19][C:18]=2[Cl:32])[CH:13]=[CH:12][C:11]=1[OH:33].C(N(CC)CC)C.[CH3:42][C@H:43]1[CH2:48][C@@H:47]([CH3:49])[CH2:46][NH:45][CH2:44]1.